From a dataset of Reaction yield outcomes from USPTO patents with 853,638 reactions. Predict the reaction yield, written as a fraction of the theoretical maximum amount of product (1.0 means a 100% yield; for example, 0.34 means a 34% yield). (1) The reactants are [NH2:1]/[C:2](/[CH2:9][O:10][CH2:11][CH2:12][N:13]1[C:17](=[O:18])[C:16]2=[CH:19][CH:20]=[CH:21][CH:22]=[C:15]2[C:14]1=[O:23])=[CH:3]\[C:4]([O:6][CH2:7][CH3:8])=[O:5].[Cl:24][C:25]1[CH:39]=[CH:38][CH:37]=[CH:36][C:26]=1[CH:27]=[C:28]([C:33]([CH3:35])=O)[C:29]([O:31][CH3:32])=[O:30]. The catalyst is C(O)C. The product is [Cl:24][C:25]1[CH:39]=[CH:38][CH:37]=[CH:36][C:26]=1[CH:27]1[C:28]([C:29]([O:31][CH3:32])=[O:30])=[C:33]([CH3:35])[NH:1][C:2]([CH2:9][O:10][CH2:11][CH2:12][N:13]2[C:14](=[O:23])[C:15]3=[CH:22][CH:21]=[CH:20][CH:19]=[C:16]3[C:17]2=[O:18])=[C:3]1[C:4]([O:6][CH2:7][CH3:8])=[O:5]. The yield is 0.700. (2) The product is [C:1]([CH:3]([CH:9]([CH:10]1[CH2:11][CH2:12]1)[CH3:13])[C:4]([O:6][CH2:7][CH3:8])=[O:5])#[N:2]. The yield is 0.610. The reactants are [C:1]([C:3](=[CH:9][CH:10]1[CH2:12][CH2:11]1)[C:4]([O:6][CH2:7][CH3:8])=[O:5])#[N:2].[CH3:13][Mg]Br. The catalyst is [Cu]I.C(OCC)C. (3) The reactants are [NH:1]1[CH2:6][CH2:5][CH:4]([N:7]2[CH:11]=[C:10]([C:12]3[CH:35]=[CH:34][C:15]4[N:16]([C:19]5[CH:20]=[C:21]([NH:30][C:31](=[O:33])[CH3:32])[CH:22]=[C:23]([N:25]6[CH:29]=[CH:28][CH:27]=[N:26]6)[CH:24]=5)[CH:17]=[N:18][C:14]=4[CH:13]=3)[CH:9]=[N:8]2)[CH2:3][CH2:2]1.N1C=CC=CC=1.[CH3:42][S:43](Cl)(=[O:45])=[O:44]. The catalyst is C(Cl)Cl. The product is [CH3:42][S:43]([N:1]1[CH2:6][CH2:5][CH:4]([N:7]2[CH:11]=[C:10]([C:12]3[CH:35]=[CH:34][C:15]4[N:16]([C:19]5[CH:20]=[C:21]([NH:30][C:31](=[O:33])[CH3:32])[CH:22]=[C:23]([N:25]6[CH:29]=[CH:28][CH:27]=[N:26]6)[CH:24]=5)[CH:17]=[N:18][C:14]=4[CH:13]=3)[CH:9]=[N:8]2)[CH2:3][CH2:2]1)(=[O:45])=[O:44]. The yield is 0.190. (4) The reactants are [F:1][C:2]1[CH:19]=[CH:18][CH:17]=[CH:16][C:3]=1[O:4][CH:5]([C:7]1[CH:15]=[CH:14][C:10]([C:11]([OH:13])=O)=[CH:9][CH:8]=1)[CH3:6].Cl.C(N=C=NCCCN(C)C)C.ON1C2C=CC=CC=2N=N1.[NH2:42][CH2:43][C:44]1[C:45]([OH:52])=[N:46][C:47]([CH3:51])=[CH:48][C:49]=1[CH3:50]. The catalyst is O.ClCCl.C(N(CC)CC)C. The product is [F:1][C:2]1[CH:19]=[CH:18][CH:17]=[CH:16][C:3]=1[O:4][CH:5]([C:7]1[CH:8]=[CH:9][C:10]([C:11]([NH:42][CH2:43][C:44]2[C:45]([OH:52])=[N:46][C:47]([CH3:51])=[CH:48][C:49]=2[CH3:50])=[O:13])=[CH:14][CH:15]=1)[CH3:6]. The yield is 0.380.